This data is from Catalyst prediction with 721,799 reactions and 888 catalyst types from USPTO. The task is: Predict which catalyst facilitates the given reaction. (1) Reactant: [OH:1][C:2]1[CH:11]=[C:10]2[C:5]([C:6]([O:12][C:13]3[CH:18]=[CH:17][C:16]([NH:19][C:20]([NH:22][CH2:23][CH2:24][CH3:25])=[O:21])=[C:15]([O:26][CH3:27])[CH:14]=3)=[CH:7][CH:8]=[N:9]2)=[CH:4][C:3]=1[O:28][CH3:29].C(=O)([O-])[O-].[K+].[K+].Cl.Cl[CH2:38][C:39]1[CH:44]=[CH:43][N:42]=[CH:41][CH:40]=1.O. Product: [CH3:27][O:26][C:15]1[CH:14]=[C:13]([O:12][C:6]2[C:5]3[C:10](=[CH:11][C:2]([O:1][CH2:38][C:39]4[CH:44]=[CH:43][N:42]=[CH:41][CH:40]=4)=[C:3]([O:28][CH3:29])[CH:4]=3)[N:9]=[CH:8][CH:7]=2)[CH:18]=[CH:17][C:16]=1[NH:19][C:20]([NH:22][CH2:23][CH2:24][CH3:25])=[O:21]. The catalyst class is: 9. (2) Reactant: C(OC([N:8]1[C:16]2[C:11](=[CH:12][CH:13]=[C:14]([NH:17][C:18]3[CH:23]=[CH:22][CH:21]=[CH:20][CH:19]=3)[CH:15]=2)[C:10]([C:24]2[CH:29]=[CH:28][CH:27]=[CH:26][CH:25]=2)=[N:9]1)=O)(C)(C)C.[ClH:30]. Product: [ClH:30].[C:18]1([NH:17][C:14]2[CH:15]=[C:16]3[C:11]([C:10]([C:24]4[CH:25]=[CH:26][CH:27]=[CH:28][CH:29]=4)=[N:9][NH:8]3)=[CH:12][CH:13]=2)[CH:23]=[CH:22][CH:21]=[CH:20][CH:19]=1. The catalyst class is: 459. (3) The catalyst class is: 2. Product: [CH3:8][O:9][C:10]([C:12]1[S:13][C:14]([S:32][CH3:33])=[C:15]([S:17]([C:20]2[CH:25]=[C:24]([OH:26])[CH:23]=[C:22]([Br:31])[CH:21]=2)(=[O:18])=[O:19])[CH:16]=1)=[O:11]. Reactant: FC(F)(F)C(O)=O.[CH3:8][O:9][C:10]([C:12]1[S:13][C:14]([S:32][CH3:33])=[C:15]([S:17]([C:20]2[CH:25]=[C:24]([O:26]C(C)(C)C)[CH:23]=[C:22]([Br:31])[CH:21]=2)(=[O:19])=[O:18])[CH:16]=1)=[O:11]. (4) Reactant: C([O:3][C:4]([C@H:6]1[C@H:11]([OH:12])[CH:10]=[CH:9][CH2:8][O:7]1)=O)C.[H-].[H-].[H-].[H-].[Li+].[Al+3].CCOC(C)=O. Product: [OH:3][CH2:4][C@H:6]1[C@H:11]([OH:12])[CH:10]=[CH:9][CH2:8][O:7]1. The catalyst class is: 1.